This data is from Full USPTO retrosynthesis dataset with 1.9M reactions from patents (1976-2016). The task is: Predict the reactants needed to synthesize the given product. (1) Given the product [CH3:12][N:11]1[C:4]2[N:5]([C:6](=[O:8])[N:7]=[C:2]([O:25][CH2:24][C:18]3[CH:19]=[C:20]([F:23])[C:21]([F:22])=[C:16]([F:15])[CH:17]=3)[CH:3]=2)[CH2:9][C:10]1([CH3:14])[CH3:13], predict the reactants needed to synthesize it. The reactants are: Cl[C:2]1[CH:3]=[C:4]2[N:11]([CH3:12])[C:10]([CH3:14])([CH3:13])[CH2:9][N:5]2[C:6](=[O:8])[N:7]=1.[F:15][C:16]1[CH:17]=[C:18]([CH2:24][OH:25])[CH:19]=[C:20]([F:23])[C:21]=1[F:22]. (2) Given the product [Cl:23][C:14]1[C:15]([C:19]([F:22])([F:21])[F:20])=[CH:16][CH:17]=[CH:18][C:13]=1[C:11]([N:9]1[CH2:8][CH2:7][N:6]2[C:2]([C:29]3[S:30][CH:31]=[CH:32][N:33]=3)=[CH:3][N:4]=[C:5]2[CH2:10]1)=[O:12], predict the reactants needed to synthesize it. The reactants are: Br[C:2]1[N:6]2[CH2:7][CH2:8][N:9]([C:11]([C:13]3[CH:18]=[CH:17][CH:16]=[C:15]([C:19]([F:22])([F:21])[F:20])[C:14]=3[Cl:23])=[O:12])[CH2:10][C:5]2=[N:4][CH:3]=1.C([Sn](CCCC)(CCCC)[C:29]1[S:30][CH:31]=[CH:32][N:33]=1)CCC. (3) Given the product [CH:26]([C:16]1[CH:15]=[CH:14][C:13]2[N:12]3[CH2:11][CH2:10][NH:9][CH:29]4[CH2:30][CH2:31][CH2:32][C:19]([C:18]=2[CH:17]=1)=[C:24]34)([CH3:28])[CH3:27], predict the reactants needed to synthesize it. The reactants are: Cl.C([N:9]([CH2:29][C:30]1C=CC=[CH:32][CH:31]=1)[CH2:10][CH2:11][N:12]1[C:24]2C(=O)CCC[C:19]=2[C:18]2[C:13]1=[CH:14][CH:15]=[C:16]([CH:26]([CH3:28])[CH3:27])[CH:17]=2)C1C=CC=CC=1. (4) Given the product [Cl:17][C:18]1[CH:23]=[CH:22][C:21]([S:24]([NH:1][C:2]2[S:3][C:4]([C:7]([OH:16])([C:8]([F:9])([F:10])[F:11])[C:12]([F:15])([F:13])[F:14])=[CH:5][N:6]=2)(=[O:26])=[O:25])=[CH:20][CH:19]=1, predict the reactants needed to synthesize it. The reactants are: [NH2:1][C:2]1[S:3][C:4]([C:7]([OH:16])([C:12]([F:15])([F:14])[F:13])[C:8]([F:11])([F:10])[F:9])=[CH:5][N:6]=1.[Cl:17][C:18]1[CH:23]=[CH:22][C:21]([S:24](Cl)(=[O:26])=[O:25])=[CH:20][CH:19]=1. (5) Given the product [Br:31][C:32]1[CH:33]=[CH:34][C:35]([CH2:38][C:39]([NH:10][C:11]2[CH:16]=[N:15][CH:14]=[C:13]([C:17]([C:19]3[C:27]4[CH:26]=[N:25][CH:24]=[N:23][C:22]=4[N:21]([CH:28]([CH3:30])[CH3:29])[CH:20]=3)=[O:18])[CH:12]=2)=[O:40])=[N:36][CH:37]=1, predict the reactants needed to synthesize it. The reactants are: CCN(C(C)C)C(C)C.[NH2:10][C:11]1[CH:12]=[C:13]([C:17]([C:19]2[C:27]3[CH:26]=[N:25][CH:24]=[N:23][C:22]=3[N:21]([CH:28]([CH3:30])[CH3:29])[CH:20]=2)=[O:18])[CH:14]=[N:15][CH:16]=1.[Br:31][C:32]1[CH:33]=[CH:34][C:35]([CH2:38][C:39](O)=[O:40])=[N:36][CH:37]=1. (6) Given the product [C:1]([NH:4][NH:5][C:22]([C:21]1[C:16]([Cl:15])=[N:17][CH:18]=[N:19][C:20]=1[Cl:25])=[O:23])(=[O:3])[CH3:2], predict the reactants needed to synthesize it. The reactants are: [C:1]([NH:4][NH2:5])(=[O:3])[CH3:2].CCN(C(C)C)C(C)C.[Cl:15][C:16]1[C:21]([C:22](Cl)=[O:23])=[C:20]([Cl:25])[N:19]=[CH:18][N:17]=1. (7) Given the product [OH:23][CH:22]([CH:24]=[CH2:25])[CH:14]([CH:15]([CH3:17])[CH3:16])[C:13]([O:19][CH2:20][CH3:21])=[O:18], predict the reactants needed to synthesize it. The reactants are: C(NC(C)C)(C)C.[Li]CCCC.[C:13]([O:19][CH2:20][CH3:21])(=[O:18])[CH2:14][CH:15]([CH3:17])[CH3:16].[CH:22]([CH:24]=[CH2:25])=[O:23]. (8) Given the product [C:1]([C:3]1[CH:4]=[C:5]([S:22]([NH:25][C:26]2[S:30][N:29]=[CH:28][N:27]=2)(=[O:23])=[O:24])[CH:6]=[CH:7][C:8]=1[O:9][C:10]1[CH:15]=[CH:14][C:13]([O:16][C:17]([F:20])([F:18])[F:19])=[CH:12][C:11]=1[C:47]1[N:43]([CH3:42])[N:44]=[CH:45][CH:46]=1)#[N:2], predict the reactants needed to synthesize it. The reactants are: [C:1]([C:3]1[CH:4]=[C:5]([S:22]([N:25](CC2C=CC(OC)=CC=2OC)[C:26]2[S:30][N:29]=[CH:28][N:27]=2)(=[O:24])=[O:23])[CH:6]=[CH:7][C:8]=1[O:9][C:10]1[CH:15]=[CH:14][C:13]([O:16][C:17]([F:20])([F:19])[F:18])=[CH:12][C:11]=1I)#[N:2].[CH3:42][N:43]1[C:47](B2OC(C)(C)C(C)(C)O2)=[CH:46][CH:45]=[N:44]1.